Dataset: Full USPTO retrosynthesis dataset with 1.9M reactions from patents (1976-2016). Task: Predict the reactants needed to synthesize the given product. Given the product [Cl:1][C:2]1[CH:3]=[C:4]2[C:8](=[CH:9][CH:10]=1)[N:7]([C:11]1[CH:16]=[CH:15][C:14]([OH:17])=[CH:13][CH:12]=1)[C:6]([CH3:18])=[C:5]2[CH:19]=[N:22][OH:23], predict the reactants needed to synthesize it. The reactants are: [Cl:1][C:2]1[CH:3]=[C:4]2[C:8](=[CH:9][CH:10]=1)[N:7]([C:11]1[CH:16]=[CH:15][C:14]([OH:17])=[CH:13][CH:12]=1)[C:6]([CH3:18])=[C:5]2[CH:19]=O.Cl.[NH2:22][OH:23].CO.